The task is: Predict the product of the given reaction.. This data is from Forward reaction prediction with 1.9M reactions from USPTO patents (1976-2016). (1) Given the reactants [NH2:1][C:2]1[C:3]([N:15]2[CH2:20][CH2:19][N:18]([C:21]([O:23][C:24]([CH3:27])([CH3:26])[CH3:25])=[O:22])[CH2:17][CH2:16]2)=[N:4][C:5]2[C:10]([C:11]=1[CH:12]=O)=[CH:9][C:8]([Cl:14])=[CH:7][CH:6]=2.[CH:28]([NH2:30])=O.C([O-])(O)=O.[Na+], predict the reaction product. The product is: [Cl:14][C:8]1[CH:7]=[CH:6][C:5]2[N:4]=[C:3]([N:15]3[CH2:16][CH2:17][N:18]([C:21]([O:23][C:24]([CH3:26])([CH3:25])[CH3:27])=[O:22])[CH2:19][CH2:20]3)[C:2]3[N:1]=[CH:28][N:30]=[CH:12][C:11]=3[C:10]=2[CH:9]=1. (2) Given the reactants [NH:1]1[CH2:6][CH2:5][CH:4]([CH2:7][OH:8])[CH2:3][CH2:2]1.[Si](Cl)(C(C)(C)C)(C)[CH3:10].C(N(CC)CC)C.C(=O)([O-])[O-].[K+].[K+].C=O.[Cl-].[Mg+2].[Cl-].[CH3:35][O:36][C:37](=[C:43]1[CH2:48][CH2:47][O:46][CH2:45][CH2:44]1)[O:38][Si](C)(C)C.Cl, predict the reaction product. The product is: [OH:8][CH2:7][CH:4]1[CH2:5][CH2:6][N:1]([CH2:10][C:43]2([C:37]([O:36][CH3:35])=[O:38])[CH2:48][CH2:47][O:46][CH2:45][CH2:44]2)[CH2:2][CH2:3]1. (3) Given the reactants [CH3:1][N:2]([CH3:12])[CH:3]([C:5]1[CH:10]=[CH:9][C:8]([NH2:11])=[CH:7][CH:6]=1)[CH3:4].[Cl:13][C:14]1[CH:19]=[CH:18][CH:17]=[CH:16][C:15]=1[N:20]1[C:24]([O:25][C:26]2[CH:31]=[CH:30][CH:29]=[CH:28][C:27]=2[N:32]=[C:33]=[O:34])=[CH:23][C:22]([CH3:35])=[N:21]1, predict the reaction product. The product is: [Cl:13][C:14]1[CH:19]=[CH:18][CH:17]=[CH:16][C:15]=1[N:20]1[C:24]([O:25][C:26]2[CH:31]=[CH:30][CH:29]=[CH:28][C:27]=2[NH:32][C:33]([NH:11][C:8]2[CH:9]=[CH:10][C:5]([CH:3]([N:2]([CH3:1])[CH3:12])[CH3:4])=[CH:6][CH:7]=2)=[O:34])=[CH:23][C:22]([CH3:35])=[N:21]1. (4) Given the reactants [C:1]([O:5][C:6](=[O:13])[N:7]([CH2:9][CH2:10][CH2:11][NH2:12])[CH3:8])([CH3:4])([CH3:3])[CH3:2].C(=O)([O-])[O-].[Na+].[Na+].Cl[C:21]([O:23][CH2:24][CH:25]1[C:37]2[CH:36]=[CH:35][CH:34]=[CH:33][C:32]=2[C:31]2[C:26]1=[CH:27][CH:28]=[CH:29][CH:30]=2)=[O:22], predict the reaction product. The product is: [C:1]([O:5][C:6](=[O:13])[N:7]([CH2:9][CH2:10][CH2:11][NH:12][C:21]([O:23][CH2:24][CH:25]1[C:26]2[CH:27]=[CH:28][CH:29]=[CH:30][C:31]=2[C:32]2[C:37]1=[CH:36][CH:35]=[CH:34][CH:33]=2)=[O:22])[CH3:8])([CH3:4])([CH3:2])[CH3:3]. (5) The product is: [N+:19]([C:10]1[C:11]2[C:16](=[CH:15][CH:14]=[CH:13][CH:12]=2)[CH:17]=[CH:18][C:9]=1[NH:22][C:23]1[CH:24]=[CH:25][C:26]([NH:29][C:30]([O:31][C:32]([CH3:35])([CH3:34])[CH3:33])=[O:36])=[CH:27][CH:28]=1)([O-:21])=[O:20]. Given the reactants O([C:9]1[CH:18]=[CH:17][C:16]2[C:11](=[CH:12][CH:13]=[CH:14][CH:15]=2)[C:10]=1[N+:19]([O-:21])=[O:20])S(C(F)(F)F)(=O)=O.[NH2:22][C:23]1[CH:28]=[CH:27][C:26]([NH:29][C:30](=[O:36])[O:31][C:32]([CH3:35])([CH3:34])[CH3:33])=[CH:25][CH:24]=1, predict the reaction product. (6) Given the reactants [Cl:1][C:2]1[CH:7]=[CH:6][C:5]([CH2:8][N:9]2[CH2:14][CH2:13][N:12](C(OC(C)(C)C)=O)[CH2:11][CH2:10]2)=[C:4]([N:22]2[CH2:27][CH2:26][N:25]3[N:28]=[CH:29][N:30]=[C:24]3[CH2:23]2)[CH:3]=1.FC(F)(F)C(O)=O, predict the reaction product. The product is: [Cl:1][C:2]1[CH:7]=[CH:6][C:5]([CH2:8][N:9]2[CH2:10][CH2:11][NH:12][CH2:13][CH2:14]2)=[C:4]([N:22]2[CH2:27][CH2:26][N:25]3[N:28]=[CH:29][N:30]=[C:24]3[CH2:23]2)[CH:3]=1.